Dataset: Forward reaction prediction with 1.9M reactions from USPTO patents (1976-2016). Task: Predict the product of the given reaction. The product is: [OH:34][C@@H:33]([C:24]1[CH:25]=[CH:26][C:27]2[C:28](=[O:32])[O:29][CH2:30][C:31]=2[C:23]=1[CH3:22])[CH2:35][N:7]1[CH2:8][CH2:9][N:4]([CH2:3][CH:2]([OH:1])[C:11]2[CH:20]=[CH:19][C:14]3[C:15](=[O:18])[O:16][CH2:17][C:13]=3[C:12]=2[CH3:21])[C:5](=[O:10])[CH2:6]1. Given the reactants [OH:1][CH:2]([C:11]1[CH:20]=[CH:19][C:14]2[C:15](=[O:18])[O:16][CH2:17][C:13]=2[C:12]=1[CH3:21])[CH2:3][N:4]1[CH2:9][CH2:8][NH:7][CH2:6][C:5]1=[O:10].[CH3:22][C:23]1[C:31]2[CH2:30][O:29][C:28](=[O:32])[C:27]=2[CH:26]=[CH:25][C:24]=1[C@H:33]1[CH2:35][O:34]1, predict the reaction product.